From a dataset of Full USPTO retrosynthesis dataset with 1.9M reactions from patents (1976-2016). Predict the reactants needed to synthesize the given product. (1) Given the product [CH:1]1[C:2]([CH2:10][C@@H:11]([NH2:28])[CH2:12][C:13]([N:15]2[CH2:27][C:19]3=[N:20][N:21]=[C:22]([C:23]([F:26])([F:25])[F:24])[N:18]3[CH2:17][CH2:16]2)=[O:14])=[C:3]([F:9])[CH:4]=[C:5]([F:8])[C:6]=1[F:7].[ClH:41], predict the reactants needed to synthesize it. The reactants are: [CH:1]1[C:2]([CH2:10][C@@H:11]([NH2:28])[CH2:12][C:13]([N:15]2[CH2:27][C:19]3=[N:20][N:21]=[C:22]([C:23]([F:26])([F:25])[F:24])[N:18]3[CH2:17][CH2:16]2)=[O:14])=[C:3]([F:9])[CH:4]=[C:5]([F:8])[C:6]=1[F:7].C(OC(C)C)(C)C.C(OCC)C.[ClH:41]. (2) Given the product [CH2:10]([O:17][C:18]1[CH:19]=[CH:20][C:21](/[CH:22]=[N:9]/[C:3]2[C:4]([NH2:8])=[N:5][CH:6]=[CH:7][C:2]=2[Cl:1])=[CH:24][CH:25]=1)[C:11]1[CH:12]=[CH:13][CH:14]=[CH:15][CH:16]=1, predict the reactants needed to synthesize it. The reactants are: [Cl:1][C:2]1[CH:7]=[CH:6][N:5]=[C:4]([NH2:8])[C:3]=1[NH2:9].[CH2:10]([O:17][C:18]1[CH:25]=[CH:24][C:21]([CH:22]=O)=[CH:20][CH:19]=1)[C:11]1[CH:16]=[CH:15][CH:14]=[CH:13][CH:12]=1. (3) Given the product [F:1][C@H:2]1[CH2:19][C@@:17]2([CH3:18])[C@@H:13]([CH2:14][CH:15]=[C:16]2[C:20]2[CH:21]=[N:22][CH:23]=[C:24]([F:26])[CH:25]=2)[C@H:12]2[C@H:3]1[C:4]1[CH:5]=[CH:6][C:7]([C:27]([NH:31][CH2:32][CH2:33][S:34](=[O:36])(=[O:35])[NH2:37])=[O:29])=[CH:8][C:9]=1[CH2:10][CH2:11]2, predict the reactants needed to synthesize it. The reactants are: [F:1][C@H:2]1[CH2:19][C@@:17]2([CH3:18])[C@@H:13]([CH2:14][CH:15]=[C:16]2[C:20]2[CH:21]=[N:22][CH:23]=[C:24]([F:26])[CH:25]=2)[C@H:12]2[C@H:3]1[C:4]1[CH:5]=[CH:6][C:7]([C:27]([OH:29])=O)=[CH:8][C:9]=1[CH2:10][CH2:11]2.Cl.[NH2:31][CH2:32][CH2:33][S:34]([NH2:37])(=[O:36])=[O:35].O.ON1C2C=CC=CC=2N=N1.C(N(CC)CC)C. (4) The reactants are: [CH3:1][O:2][CH2:3][CH2:4][S:5]([C:8]1[CH:22]=[CH:21][CH:20]=[CH:19][C:9]=1[CH2:10][NH:11]C(=O)OC(C)(C)C)(=[O:7])=[O:6].O1CCOCC1.[ClH:29]. Given the product [ClH:29].[CH3:1][O:2][CH2:3][CH2:4][S:5]([C:8]1[CH:22]=[CH:21][CH:20]=[CH:19][C:9]=1[CH2:10][NH2:11])(=[O:6])=[O:7], predict the reactants needed to synthesize it.